Dataset: CYP1A2 inhibition data for predicting drug metabolism from PubChem BioAssay. Task: Regression/Classification. Given a drug SMILES string, predict its absorption, distribution, metabolism, or excretion properties. Task type varies by dataset: regression for continuous measurements (e.g., permeability, clearance, half-life) or binary classification for categorical outcomes (e.g., BBB penetration, CYP inhibition). Dataset: cyp1a2_veith. (1) The drug is C[N+](C)(C)CCOC(=O)CCC(=O)OCC[N+](C)(C)C. The result is 0 (non-inhibitor). (2) The drug is Cc1cc(C)nc(NN2C(=O)/C(=C/c3ccccc3)SC2=S)n1. The result is 0 (non-inhibitor).